From a dataset of Reaction yield outcomes from USPTO patents with 853,638 reactions. Predict the reaction yield, written as a fraction of the theoretical maximum amount of product (1.0 means a 100% yield; for example, 0.34 means a 34% yield). (1) The reactants are [C:1]1([C@@H:7]2[CH2:11][O:10][C:9](=[O:12])[NH:8]2)[CH:6]=[CH:5][CH:4]=[CH:3][CH:2]=1.[Li+].CCC[CH2-].[F:18][C:19]([F:32])([F:31])[C:20]1[CH:25]=[CH:24][C:23](/[CH:26]=[CH:27]/[C:28](Cl)=[O:29])=[CH:22][CH:21]=1. The catalyst is C1COCC1. The product is [C:1]1([C@@H:7]2[CH2:11][O:10][C:9](=[O:12])[N:8]2[C:28](=[O:29])/[CH:27]=[CH:26]/[C:23]2[CH:22]=[CH:21][C:20]([C:19]([F:31])([F:32])[F:18])=[CH:25][CH:24]=2)[CH:2]=[CH:3][CH:4]=[CH:5][CH:6]=1. The yield is 1.00. (2) The yield is 0.710. The reactants are [Br:1][C:2]1[CH:7]=[CH:6][C:5]([NH:8][C:9]2[C:10]([CH:20]([OH:26])[CH2:21][O:22][CH2:23][O:24][CH3:25])=[CH:11][C:12]3[N:16]([CH3:17])[CH:15]=[N:14][C:13]=3[C:18]=2[F:19])=[C:4]([Cl:27])[CH:3]=1.CC(OI1(OC(C)=O)(OC(C)=O)OC(=O)C2C=CC=CC1=2)=O.C([O-])(O)=O.[Na+].O.O.O.O.O.S([O-])([O-])(=O)=S.[Na+].[Na+]. The product is [Br:1][C:2]1[CH:7]=[CH:6][C:5]([NH:8][C:9]2[C:10]([C:20](=[O:26])[CH2:21][O:22][CH2:23][O:24][CH3:25])=[CH:11][C:12]3[N:16]([CH3:17])[CH:15]=[N:14][C:13]=3[C:18]=2[F:19])=[C:4]([Cl:27])[CH:3]=1. The catalyst is C(Cl)Cl.CCOCC.CCOC(C)=O. (3) The reactants are [O:1]1[C:5]2([CH2:10][CH2:9][CH:8]([C:11]([OH:13])=O)[CH2:7][CH2:6]2)[O:4][CH2:3][CH2:2]1.C([N:16](CC)CC)C.ClC(OCCC)=O.N. The catalyst is O1CCCC1. The product is [O:1]1[C:5]2([CH2:10][CH2:9][CH:8]([C:11]([NH2:16])=[O:13])[CH2:7][CH2:6]2)[O:4][CH2:3][CH2:2]1. The yield is 0.850. (4) The reactants are Br[C:2]1[CH:7]=[CH:6][C:5]([OH:8])=[C:4]([CH3:9])[CH:3]=1.[CH:10]12[CH2:16][CH:13]([CH:14]=[CH:15]1)[CH2:12][CH:11]2[CH:17]([C:26]1[CH:31]=[CH:30][C:29]([OH:32])=[C:28]([CH3:33])[CH:27]=1)[C:18]1[CH:23]=[CH:22][C:21]([OH:24])=[C:20]([CH3:25])[CH:19]=1.C(N(CC)CC)C.C(O)=O. The catalyst is C(OCC)(=O)C.CN(C=O)C. The product is [OH:8][C:5]1[CH:6]=[CH:7][C:2]([CH:14]2[CH2:15][CH:10]3[CH2:16][CH:13]2[CH2:12][CH:11]3[CH:17]([C:18]2[CH:23]=[CH:22][C:21]([OH:24])=[C:20]([CH3:25])[CH:19]=2)[C:26]2[CH:31]=[CH:30][C:29]([OH:32])=[C:28]([CH3:33])[CH:27]=2)=[CH:3][C:4]=1[CH3:9]. The yield is 0.540. (5) The catalyst is C1(C)C=CC=CC=1.CN(C)C=O. The reactants are [C@:1]12([CH2:11][S:12]([OH:15])(=O)=[O:13])[C:8]([CH3:10])([CH3:9])[CH:5]([CH2:6][CH2:7]1)[CH2:4][C:2]2=O.S(Cl)(Cl)=O.[NH3:20]. The product is [CH3:9][C:8]1([CH3:10])[CH:5]2[CH2:6][CH2:7][C:1]31[C:2]([CH2:4]2)=[N:20][S:12](=[O:15])(=[O:13])[CH2:11]3. The yield is 0.830. (6) The reactants are [OH:1][C:2]1[CH:3]=[CH:4][C:5]2[C:9]([O:10][C:11]3[CH:16]=[CH:15][C:14](/[CH:17]=[CH:18]/[C:19](O)=[O:20])=[CH:13][CH:12]=3)=[C:8]([C:22]3[CH:27]=[CH:26][C:25]([C:28]([F:31])([F:30])[F:29])=[CH:24][CH:23]=3)[S:7][C:6]=2[CH:32]=1.Cl.CN.[CH3:36][N:37](C(ON1N=NC2C=CC=NC1=2)=[N+](C)C)C.F[P-](F)(F)(F)(F)F.CCN(C(C)C)C(C)C. The catalyst is CN(C=O)C. The product is [OH:1][C:2]1[CH:3]=[CH:4][C:5]2[C:9]([O:10][C:11]3[CH:16]=[CH:15][C:14](/[CH:17]=[CH:18]/[C:19]([NH:37][CH3:36])=[O:20])=[CH:13][CH:12]=3)=[C:8]([C:22]3[CH:27]=[CH:26][C:25]([C:28]([F:31])([F:30])[F:29])=[CH:24][CH:23]=3)[S:7][C:6]=2[CH:32]=1. The yield is 0.840.